Dataset: TCR-epitope binding with 47,182 pairs between 192 epitopes and 23,139 TCRs. Task: Binary Classification. Given a T-cell receptor sequence (or CDR3 region) and an epitope sequence, predict whether binding occurs between them. (1) The epitope is TPRVTGGGAM. The TCR CDR3 sequence is CASSSHEDRGSSSPLHF. Result: 1 (the TCR binds to the epitope). (2) The epitope is GTSGSPIINR. The TCR CDR3 sequence is CASSLGQGAYEQYF. Result: 1 (the TCR binds to the epitope). (3) The epitope is KRWIILGLNK. The TCR CDR3 sequence is CASSEGNTGELFF. Result: 1 (the TCR binds to the epitope). (4) The epitope is CLGGLLTMV. The TCR CDR3 sequence is CASSPPSGRELDEQFF. Result: 0 (the TCR does not bind to the epitope). (5) The epitope is IVTDFSVIK. The TCR CDR3 sequence is CASSYLGEETQYF. Result: 1 (the TCR binds to the epitope). (6) The epitope is KAFSPEVIPMF. The TCR CDR3 sequence is CASKFGTGELFF. Result: 0 (the TCR does not bind to the epitope). (7) The epitope is PROT_97E67BCC. The TCR CDR3 sequence is CASSPGASGVGELFF. Result: 1 (the TCR binds to the epitope).